From a dataset of Full USPTO retrosynthesis dataset with 1.9M reactions from patents (1976-2016). Predict the reactants needed to synthesize the given product. (1) Given the product [C:1]1([C@H:7]2[CH2:11][O:10][C:9](=[O:12])[N:8]2[C:18](=[O:27])/[CH:19]=[CH:20]/[C:21]2[CH:26]=[CH:25][CH:24]=[CH:23][CH:22]=2)[CH:2]=[CH:3][CH:4]=[CH:5][CH:6]=1, predict the reactants needed to synthesize it. The reactants are: [C:1]1([C@H:7]2[CH2:11][O:10][C:9](=[O:12])[NH:8]2)[CH:6]=[CH:5][CH:4]=[CH:3][CH:2]=1.C([Li])CCC.[C:18](Cl)(=[O:27])/[CH:19]=[CH:20]/[C:21]1[CH:26]=[CH:25][CH:24]=[CH:23][CH:22]=1. (2) Given the product [N:1]1([C:2]2[CH:7]=[CH:6][C:5]([N:8]3[CH:13]=[CH:12][CH:11]=[CH:10][C:9]3=[O:14])=[CH:4][CH:3]=2)[CH2:21][CH2:20][NH:19][CH2:18][CH2:17]1, predict the reactants needed to synthesize it. The reactants are: [NH2:1][C:2]1[CH:7]=[CH:6][C:5]([N:8]2[CH:13]=[CH:12][CH:11]=[CH:10][C:9]2=[O:14])=[CH:4][CH:3]=1.Cl.Cl[CH2:17][CH2:18][NH:19][CH2:20][CH2:21]Cl.C(=O)([O-])[O-].[K+].[K+].